This data is from Catalyst prediction with 721,799 reactions and 888 catalyst types from USPTO. The task is: Predict which catalyst facilitates the given reaction. Reactant: [CH2:1]([O:3][C:4]([C:6]1[CH:10]=[C:9]([C:11]([O:13][CH2:14][CH3:15])=[O:12])[N:8]([CH2:16][C:17]([O:19][C:20]([CH3:23])([CH3:22])[CH3:21])=[O:18])[N:7]=1)=[O:5])[CH3:2].[Li+].[OH-].Cl. Product: [CH2:1]([O:3][C:4]([C:6]1[CH:10]=[C:9]([C:11]([OH:13])=[O:12])[N:8]([CH2:16][C:17]([O:19][C:20]([CH3:21])([CH3:23])[CH3:22])=[O:18])[N:7]=1)=[O:5])[CH3:2].[CH2:1]([O:3][C:4]([C:6]1[CH:10]=[C:9]([C:11]([O:13][CH2:14][CH3:15])=[O:12])[N:8]([CH2:16][C:17]([O:19][C:20]([CH3:22])([CH3:21])[CH3:23])=[O:18])[N:7]=1)=[O:5])[CH3:2]. The catalyst class is: 253.